Dataset: Reaction yield outcomes from USPTO patents with 853,638 reactions. Task: Predict the reaction yield, written as a fraction of the theoretical maximum amount of product (1.0 means a 100% yield; for example, 0.34 means a 34% yield). (1) The reactants are [CH3:1][O:2][C:3]([C:5]1[C:13]([NH:14][C:15]2[CH:20]=[CH:19][C:18]([Br:21])=[CH:17][C:16]=2[Cl:22])=[C:12]([F:23])[C:8]2[N:9]=[CH:10][NH:11][C:7]=2[CH:6]=1)=[O:4].C([O-])([O-])=O.[K+].[K+].[CH:30]([S:32]([CH3:35])(=[O:34])=[O:33])=[CH2:31]. The catalyst is CN(C=O)C.C(OCC)(=O)C.O. The product is [CH3:1][O:2][C:3]([C:5]1[C:13]([NH:14][C:15]2[CH:20]=[CH:19][C:18]([Br:21])=[CH:17][C:16]=2[Cl:22])=[C:12]([F:23])[C:8]2[N:9]=[CH:10][N:11]([CH2:31][CH2:30][S:32]([CH3:35])(=[O:34])=[O:33])[C:7]=2[CH:6]=1)=[O:4]. The yield is 0.590. (2) The reactants are [CH3:1][C:2]1[CH:7]=[CH:6][C:5]([C:8](=[O:26])[NH:9][C:10]2[CH:15]=[C:14]([C:16]([F:19])([F:18])[F:17])[CH:13]=[C:12]([N:20]3[CH:24]=[C:23]([CH3:25])[N:22]=[CH:21]3)[CH:11]=2)=[CH:4][C:3]=1[C:27]#[C:28][C:29]1[S:33][C:32]([NH:34]C(=O)OC(C)(C)C)=[N:31][CH:30]=1. The catalyst is C(O)(C(F)(F)F)=O.C(Cl)Cl. The product is [NH2:34][C:32]1[S:33][C:29]([C:28]#[C:27][C:3]2[CH:4]=[C:5]([CH:6]=[CH:7][C:2]=2[CH3:1])[C:8]([NH:9][C:10]2[CH:15]=[C:14]([C:16]([F:18])([F:17])[F:19])[CH:13]=[C:12]([N:20]3[CH:24]=[C:23]([CH3:25])[N:22]=[CH:21]3)[CH:11]=2)=[O:26])=[CH:30][N:31]=1. The yield is 0.950. (3) The reactants are [Li].[Cl:2][C:3]1[CH:8]=[C:7]([F:9])[CH:6]=[CH:5][C:4]=1[C@H:10]1[C:15]([C:16]([O:18][C@H:19](C)[C:20](OCC)=O)=[O:17])=[C:14]([CH2:26][N:27]2[CH2:32][CH2:31][O:30][CH2:29][CH2:28]2)[NH:13][C:12]([C:33]2[S:34][CH:35]=[CH:36][N:37]=2)=[N:11]1. The catalyst is C(O)C. The product is [Cl:2][C:3]1[CH:8]=[C:7]([F:9])[CH:6]=[CH:5][C:4]=1[C@H:10]1[C:15]([C:16]([O:18][CH2:19][CH3:20])=[O:17])=[C:14]([CH2:26][N:27]2[CH2:28][CH2:29][O:30][CH2:31][CH2:32]2)[NH:13][C:12]([C:33]2[S:34][CH:35]=[CH:36][N:37]=2)=[N:11]1. The yield is 0.750. (4) The product is [NH2:15][C@@H:19]([CH2:20][C@@H:21]([O:23][C:24]1[CH:25]=[CH:26][C:27]([Cl:30])=[CH:28][CH:29]=1)[CH3:22])[CH2:18][OH:17]. The yield is 0.920. The catalyst is O.C(#N)C.C(OCC)(=O)C. The reactants are FC(F)(F)C(O)=O.C(OC([N:15]1[C@@H:19]([CH2:20][C@@H:21]([O:23][C:24]2[CH:29]=[CH:28][C:27]([Cl:30])=[CH:26][CH:25]=2)[CH3:22])[CH2:18][O:17]C1(C)C)=O)(C)(C)C. (5) The reactants are Cl[C:2]1[N:7]=[CH:6][C:5]([S:8]([NH:11][C:12]2[C:17]([O:18]C)=[CH:16][C:15]([Cl:20])=[CH:14][N:13]=2)(=[O:10])=[O:9])=[CH:4][CH:3]=1.B(Br)(Br)Br.C(Cl)Cl.[CH:28]([NH2:31])([CH3:30])[CH3:29]. No catalyst specified. The product is [Cl:20][C:15]1[CH:16]=[C:17]([OH:18])[C:12]([NH:11][S:8]([C:5]2[CH:6]=[N:7][C:2]([NH:31][CH:28]([CH3:30])[CH3:29])=[CH:3][CH:4]=2)(=[O:10])=[O:9])=[N:13][CH:14]=1. The yield is 0.0800. (6) The reactants are [CH2:1]([OH:19])[CH2:2][O:3][CH2:4][CH2:5][O:6][CH2:7][CH2:8][O:9][CH2:10][CH2:11][O:12][CH2:13][CH2:14][O:15][CH2:16][CH2:17][OH:18].[S:20](Cl)([C:23]1[CH:29]=[CH:28][C:26](C)=[CH:25][CH:24]=1)(=[O:22])=[O:21].[I-].[K+]. The catalyst is C(Cl)Cl.[Ag]=O. The product is [OH:18][CH2:17][CH2:16][O:15][CH2:14][CH2:13][O:12][CH2:11][CH2:10][O:9][CH2:8][CH2:7][O:6][CH2:5][CH2:4][O:3][CH2:2][CH2:1][O:19][S:20]([C:23]1[CH:29]=[CH:28][CH:26]=[CH:25][CH:24]=1)(=[O:22])=[O:21]. The yield is 0.870. (7) The reactants are [CH2:1]([O:3][C:4](=[O:18])[CH:5]([N:7]([CH2:11][C:12]1[CH:17]=[CH:16][CH:15]=[CH:14][CH:13]=1)[CH2:8][CH2:9]Cl)[CH3:6])[CH3:2].C[Si]([N-][Si](C)(C)C)(C)C.[K+].C(O)(=O)C. The catalyst is C1COCC1. The product is [CH2:1]([O:3][C:4]([C:5]1([CH3:6])[CH2:9][CH2:8][N:7]1[CH2:11][C:12]1[CH:17]=[CH:16][CH:15]=[CH:14][CH:13]=1)=[O:18])[CH3:2]. The yield is 0.790. (8) The reactants are [CH:1](=O)[C:2]1[CH:7]=[CH:6][CH:5]=[CH:4][CH:3]=1.[O:9]=[C:10]([CH:12](P(=O)(OCC)OCC)[CH2:13][CH2:14][CH2:15][CH3:16])[CH3:11]. The catalyst is O.ClCCl. The product is [CH:1](=[C:12](/[CH2:13][CH2:14][CH2:15][CH3:16])\[C:10](=[O:9])[CH3:11])/[C:2]1[CH:7]=[CH:6][CH:5]=[CH:4][CH:3]=1.[CH:1](=[C:12](/[CH2:13][CH2:14][CH2:15][CH3:16])\[C:10](=[O:9])/[CH:11]=[CH:1]/[C:2]1[CH:7]=[CH:6][CH:5]=[CH:4][CH:3]=1)/[C:2]1[CH:7]=[CH:6][CH:5]=[CH:4][CH:3]=1. The yield is 0.220. (9) The reactants are [CH3:1][NH2:2].[CH2:3]([N:7]=[C:8]=[S:9])[CH:4]([CH3:6])[CH3:5]. No catalyst specified. The product is [CH2:3]([NH:7][C:8]([NH:2][CH3:1])=[S:9])[CH:4]([CH3:6])[CH3:5]. The yield is 0.980. (10) The reactants are [Br:1][C:2]1[CH:8]=[CH:7][C:5]([NH2:6])=[C:4]([N+:9]([O-])=O)[C:3]=1[Cl:12].[Sn](Cl)Cl.O.C(=O)(O)[O-].[Na+]. The catalyst is C(O)C. The product is [Br:1][C:2]1[C:3]([Cl:12])=[C:4]([NH2:9])[C:5]([NH2:6])=[CH:7][CH:8]=1. The yield is 0.790.